Task: Predict the reactants needed to synthesize the given product.. Dataset: Full USPTO retrosynthesis dataset with 1.9M reactions from patents (1976-2016) (1) Given the product [Cl:1][C:2]1[CH:3]=[C:4]([CH:19]=[CH:20][CH:21]=1)[CH2:5][NH:6][C:7]1[CH:15]=[CH:14][CH:13]=[C:9]2[C:8]=1[C:16](=[O:18])[N:23]([C:24]1([CH3:32])[CH2:29][CH2:28][C:27](=[O:30])[NH:26][C:25]1=[O:31])[C:10]2=[O:12], predict the reactants needed to synthesize it. The reactants are: [Cl:1][C:2]1[CH:3]=[C:4]([CH:19]=[CH:20][CH:21]=1)[CH2:5][NH:6][C:7]1[CH:15]=[CH:14][CH:13]=[C:9]([C:10]([OH:12])=O)[C:8]=1[C:16]([OH:18])=O.Cl.[NH2:23][C:24]1([CH3:32])[CH2:29][CH2:28][C:27](=[O:30])[NH:26][C:25]1=[O:31]. (2) Given the product [CH3:21][O:20][C:15]1[CH:14]=[C:13]2[C:18]([CH2:19][N:11]([C:8]3[CH:7]=[CH:6][C:5]([CH:3]([CH3:4])[CH2:2][O:1][CH3:24])=[CH:10][CH:9]=3)[C:12]2=[O:22])=[CH:17][CH:16]=1, predict the reactants needed to synthesize it. The reactants are: [OH:1][CH2:2][CH:3]([C:5]1[CH:10]=[CH:9][C:8]([N:11]2[CH2:19][C:18]3[C:13](=[CH:14][C:15]([O:20][CH3:21])=[CH:16][CH:17]=3)[C:12]2=[O:22])=[CH:7][CH:6]=1)[CH3:4].I[CH3:24]. (3) Given the product [Br:13][C:14]1[CH:19]=[C:18]([C:20]([F:21])([F:22])[F:23])[CH:17]=[CH:16][C:15]=1[N:4]1[CH2:5][CH2:6][O:1][C:2]2[CH:10]=[CH:9][CH:8]=[CH:7][C:3]1=2, predict the reactants needed to synthesize it. The reactants are: [O:1]1[CH2:6][CH2:5][NH:4][C:3]2[CH:7]=[CH:8][CH:9]=[CH:10][C:2]1=2.[H-].[Na+].[Br:13][C:14]1[CH:19]=[C:18]([C:20]([F:23])([F:22])[F:21])[CH:17]=[CH:16][C:15]=1F. (4) The reactants are: [F:1][C:2]1[CH:7]=[CH:6][C:5]([C:8]2[C:17]([C:18]3[CH:23]=[CH:22][C:21]([F:24])=[CH:20][CH:19]=3)=[CH:16][C:15]([O:25]C)=[C:14]3[C:9]=2[C:10](=[O:27])[NH:11][CH:12]=[N:13]3)=[CH:4][CH:3]=1.B(Br)(Br)Br.CO. Given the product [F:1][C:2]1[CH:3]=[CH:4][C:5]([C:8]2[C:17]([C:18]3[CH:23]=[CH:22][C:21]([F:24])=[CH:20][CH:19]=3)=[CH:16][C:15]([OH:25])=[C:14]3[C:9]=2[C:10](=[O:27])[NH:11][CH:12]=[N:13]3)=[CH:6][CH:7]=1, predict the reactants needed to synthesize it. (5) Given the product [CH2:1]([O:3][C:4]([CH:6]1[CH2:11][CH2:10][N:9]([C:12]([O:14][C:15]([CH3:18])([CH3:17])[CH3:16])=[O:13])[CH2:8][CH2:7]1)=[O:5])[CH3:2], predict the reactants needed to synthesize it. The reactants are: [CH2:1]([O:3][C:4]([CH:6]1[CH2:11][CH2:10][NH:9][CH2:8][CH2:7]1)=[O:5])[CH3:2].[C:12](O[C:12]([O:14][C:15]([CH3:18])([CH3:17])[CH3:16])=[O:13])([O:14][C:15]([CH3:18])([CH3:17])[CH3:16])=[O:13].